Regression. Given two drug SMILES strings and cell line genomic features, predict the synergy score measuring deviation from expected non-interaction effect. From a dataset of NCI-60 drug combinations with 297,098 pairs across 59 cell lines. (1) Drug 1: C1CCC(C1)C(CC#N)N2C=C(C=N2)C3=C4C=CNC4=NC=N3. Drug 2: CCC1=CC2CC(C3=C(CN(C2)C1)C4=CC=CC=C4N3)(C5=C(C=C6C(=C5)C78CCN9C7C(C=CC9)(C(C(C8N6C)(C(=O)OC)O)OC(=O)C)CC)OC)C(=O)OC.C(C(C(=O)O)O)(C(=O)O)O. Cell line: SR. Synergy scores: CSS=94.0, Synergy_ZIP=14.9, Synergy_Bliss=14.6, Synergy_Loewe=10.5, Synergy_HSA=15.0. (2) Drug 1: CC1=C(C=C(C=C1)NC2=NC=CC(=N2)N(C)C3=CC4=NN(C(=C4C=C3)C)C)S(=O)(=O)N.Cl. Drug 2: C1CC(=O)NC(=O)C1N2CC3=C(C2=O)C=CC=C3N. Cell line: LOX IMVI. Synergy scores: CSS=-0.360, Synergy_ZIP=-3.57, Synergy_Bliss=-9.00, Synergy_Loewe=-6.29, Synergy_HSA=-5.96. (3) Drug 1: CCN(CC)CCCC(C)NC1=C2C=C(C=CC2=NC3=C1C=CC(=C3)Cl)OC. Drug 2: CCC1(C2=C(COC1=O)C(=O)N3CC4=CC5=C(C=CC(=C5CN(C)C)O)N=C4C3=C2)O.Cl. Cell line: A549. Synergy scores: CSS=18.3, Synergy_ZIP=-4.91, Synergy_Bliss=-0.442, Synergy_Loewe=-29.9, Synergy_HSA=-0.721. (4) Drug 1: CC=C1C(=O)NC(C(=O)OC2CC(=O)NC(C(=O)NC(CSSCCC=C2)C(=O)N1)C(C)C)C(C)C. Drug 2: C1=NNC2=C1C(=O)NC=N2. Cell line: SF-268. Synergy scores: CSS=65.7, Synergy_ZIP=-1.39, Synergy_Bliss=-1.17, Synergy_Loewe=-41.4, Synergy_HSA=0.0342. (5) Drug 2: CN(C(=O)NC(C=O)C(C(C(CO)O)O)O)N=O. Cell line: HCC-2998. Synergy scores: CSS=22.3, Synergy_ZIP=-3.43, Synergy_Bliss=-2.61, Synergy_Loewe=-8.61, Synergy_HSA=-5.16. Drug 1: C1CC(C1)(C(=O)O)C(=O)O.[NH2-].[NH2-].[Pt+2]. (6) Drug 1: CC1=CC2C(CCC3(C2CCC3(C(=O)C)OC(=O)C)C)C4(C1=CC(=O)CC4)C. Drug 2: C1=CC=C(C=C1)NC(=O)CCCCCCC(=O)NO. Cell line: CCRF-CEM. Synergy scores: CSS=37.9, Synergy_ZIP=-4.12, Synergy_Bliss=-3.31, Synergy_Loewe=-24.1, Synergy_HSA=-2.43.